Dataset: Forward reaction prediction with 1.9M reactions from USPTO patents (1976-2016). Task: Predict the product of the given reaction. The product is: [OH:8][C:9]1[C:14]2[NH:15][C:16](=[O:19])[CH2:17][O:18][C:13]=2[C:12]([CH:20]([OH:24])[CH2:21][NH:32][C:29]2([CH2:28][C:27]3[C:33]([CH3:38])=[CH:34][C:35]([CH3:37])=[CH:36][C:26]=3[CH3:25])[CH2:31][CH2:30]2)=[CH:11][CH:10]=1. Given the reactants C([O:8][C:9]1[C:14]2[NH:15][C:16](=[O:19])[CH2:17][O:18][C:13]=2[C:12]([C:20](=[O:24])[CH:21](O)O)=[CH:11][CH:10]=1)C1C=CC=CC=1.[CH3:25][C:26]1[CH:36]=[C:35]([CH3:37])[CH:34]=[C:33]([CH3:38])[C:27]=1[CH2:28][C:29]1([NH2:32])[CH2:31][CH2:30]1.FC(F)(F)C([O-])=O, predict the reaction product.